Dataset: Catalyst prediction with 721,799 reactions and 888 catalyst types from USPTO. Task: Predict which catalyst facilitates the given reaction. (1) Reactant: [CH3:1][O:2][C:3]1[CH:31]=[CH:30][C:6]([C:7]([O:22][CH2:23][C:24]([CH2:28][OH:29])([CH3:27])[CH2:25][OH:26])([C:16]2[CH:21]=[CH:20][CH:19]=[CH:18][CH:17]=2)[C:8]2[CH:13]=[CH:12][C:11]([O:14][CH3:15])=[CH:10][CH:9]=2)=[CH:5][CH:4]=1.[H-].[Na+].[CH2:34](Br)[C:35]#[CH:36].C(Cl)Cl. Product: [CH3:15][O:14][C:11]1[CH:12]=[CH:13][C:8]([C:7]([O:22][CH2:23][C:24]([CH2:28][O:29][CH2:36][C:35]#[CH:34])([CH3:27])[CH2:25][OH:26])([C:16]2[CH:21]=[CH:20][CH:19]=[CH:18][CH:17]=2)[C:6]2[CH:5]=[CH:4][C:3]([O:2][CH3:1])=[CH:31][CH:30]=2)=[CH:9][CH:10]=1. The catalyst class is: 20. (2) Reactant: C(O)(=O)C.C(O[C:8]1(O[Si](C)(C)C)[CH2:10][CH2:9]1)C.[CH3:16][C:17]1[N:21]([CH2:22][C:23]2[CH:24]=[CH:25][C:26]([N:29]3[CH2:34][CH2:33][NH:32][CH2:31][CH2:30]3)=[N:27][CH:28]=2)[N:20]=[C:19]([C:35]2[O:39][N:38]=[C:37]([C:40]3[CH:45]=[CH:44][C:43]([Si:46]([CH3:49])([CH3:48])[CH3:47])=[CH:42][CH:41]=3)[N:36]=2)[CH:18]=1.C([BH3-])#N.[Na+]. Product: [CH:8]1([N:32]2[CH2:33][CH2:34][N:29]([C:26]3[CH:25]=[CH:24][C:23]([CH2:22][N:21]4[C:17]([CH3:16])=[CH:18][C:19]([C:35]5[O:39][N:38]=[C:37]([C:40]6[CH:41]=[CH:42][C:43]([Si:46]([CH3:48])([CH3:47])[CH3:49])=[CH:44][CH:45]=6)[N:36]=5)=[N:20]4)=[CH:28][N:27]=3)[CH2:30][CH2:31]2)[CH2:10][CH2:9]1. The catalyst class is: 5. (3) Reactant: [H-].[Na+].[N+:3]([C:6]1[CH:14]=[CH:13][CH:12]=[C:11]2[C:7]=1[CH:8]=[N:9][NH:10]2)([O-:5])=[O:4].Cl[C:16]([O:18][CH3:19])=[O:17].O. Product: [N+:3]([C:6]1[CH:14]=[CH:13][CH:12]=[C:11]2[C:7]=1[CH:8]=[N:9][N:10]2[C:16]([O:18][CH3:19])=[O:17])([O-:5])=[O:4]. The catalyst class is: 9. (4) Reactant: [Cl:1][C:2]1[CH:7]=[CH:6][C:5]([C@H:8]([NH:11][S@@](C(C)(C)C)=O)[CH2:9][CH3:10])=[C:4]([F:18])[C:3]=1[O:19][C:20]1[CH:30]=[CH:29][C:23]2[NH:24][C:25](=O)[CH2:26][O:27][C:22]=2[CH:21]=1.Cl.C1COCC1.B.O1CCOCC1. Product: [ClH:1].[Cl:1][C:2]1[CH:7]=[CH:6][C:5]([C@H:8]([NH2:11])[CH2:9][CH3:10])=[C:4]([F:18])[C:3]=1[O:19][C:20]1[CH:30]=[CH:29][C:23]2[NH:24][CH2:25][CH2:26][O:27][C:22]=2[CH:21]=1. The catalyst class is: 513. (5) Reactant: [N+:1]([C:4]1[CH:5]=[C:6]2[C:10](=[CH:11][CH:12]=1)[NH:9][N:8]=[C:7]2[C:13]#[N:14])([O-:3])=[O:2].C([O-])([O-])=O.[K+].[K+].[CH3:21][C@@H:22]1[CH2:24][O:23]1. Product: [OH:23][C@H:22]([CH3:24])[CH2:21][N:9]1[C:10]2[C:6](=[CH:5][C:4]([N+:1]([O-:3])=[O:2])=[CH:12][CH:11]=2)[C:7]([C:13]#[N:14])=[N:8]1. The catalyst class is: 3. (6) Reactant: [C@H:1]1([C:7]([OH:9])=[O:8])[CH2:6][CH2:5][CH:4]=[CH:3][CH2:2]1.[Br:10]N1C(C)(C)C(=O)N(Br)C1=O.[OH-].[Ca+2].[OH-].O. Product: [Br:10][C@@H:4]1[C@@H:5]2[CH2:6][C@@H:1]([C:7](=[O:9])[O:8]2)[CH2:2][CH2:3]1. The catalyst class is: 11. (7) Product: [Br:1][C:2]1[CH:3]=[N:4][CH:5]=[CH:6][C:7]=1[CH2:8][O:9][C:10]1[CH:15]=[N:14][C:13]([N:16]2[CH2:21][CH2:20][N:19]([C:22]3[N:23]=[C:24]([CH:25]([CH3:27])[CH3:26])[O:28][N:29]=3)[CH2:18][CH2:17]2)=[N:12][CH:11]=1. The catalyst class is: 11. Reactant: [Br:1][C:2]1[CH:3]=[N:4][CH:5]=[CH:6][C:7]=1[CH2:8][O:9][C:10]1[CH:11]=[N:12][C:13]([N:16]2[CH2:21][CH2:20][N:19](/[C:22](=[N:29]/O)/[NH:23][C:24](=[O:28])[CH:25]([CH3:27])[CH3:26])[CH2:18][CH2:17]2)=[N:14][CH:15]=1. (8) Reactant: Cl[C:2]1[C:11]2[C:6](=[CH:7][CH:8]=[C:9]([C:12]([N:14]3[CH2:17][C:16]([F:19])([F:18])[CH2:15]3)=[O:13])[CH:10]=2)[C:5]([NH2:20])=[N:4][CH:3]=1.[CH3:21][N:22]1[CH:26]=[C:25]([C:27]2[CH:32]=[CH:31][C:30](B3OC(C)(C)C(C)(C)O3)=[CH:29][CH:28]=2)[N:24]=[C:23]1[CH3:42].CC([O-])=O.[K+].CN(C)C=O. Product: [NH2:20][C:5]1[C:6]2[C:11](=[CH:10][C:9]([C:12]([N:14]3[CH2:17][C:16]([F:19])([F:18])[CH2:15]3)=[O:13])=[CH:8][CH:7]=2)[C:2]([C:30]2[CH:31]=[CH:32][C:27]([C:25]3[N:24]=[C:23]([CH3:42])[N:22]([CH3:21])[CH:26]=3)=[CH:28][CH:29]=2)=[CH:3][N:4]=1. The catalyst class is: 6. (9) Reactant: [Cl:1][C:2]1[CH:3]=[C:4]([N:10]2[CH:22]([CH:23]3[CH2:27][CH2:26][CH2:25][CH2:24]3)[CH:21]3[C:12]([C:13]4[CH:14]=[CH:15][C:16]([C:28]([OH:30])=O)=[N:17][C:18]=4[CH2:19][CH2:20]3)=[N:11]2)[CH:5]=[CH:6][C:7]=1[C:8]#[N:9].[OH:31][C@H:32]1[CH2:36][CH2:35][NH:34][CH2:33]1.CCN(C(C)C)C(C)C.CN(C(ON1N=NC2C=CC=NC1=2)=[N+](C)C)C.F[P-](F)(F)(F)(F)F. Product: [Cl:1][C:2]1[CH:3]=[C:4]([N:10]2[CH:22]([CH:23]3[CH2:27][CH2:26][CH2:25][CH2:24]3)[CH:21]3[C:12]([C:13]4[CH:14]=[CH:15][C:16]([C:28]([N:34]5[CH2:35][CH2:36][C@H:32]([OH:31])[CH2:33]5)=[O:30])=[N:17][C:18]=4[CH2:19][CH2:20]3)=[N:11]2)[CH:5]=[CH:6][C:7]=1[C:8]#[N:9]. The catalyst class is: 139.